This data is from Full USPTO retrosynthesis dataset with 1.9M reactions from patents (1976-2016). The task is: Predict the reactants needed to synthesize the given product. (1) Given the product [F:22][C:23]1[CH:28]=[CH:27][N:26]2[C:29]([C:32]([NH:20][C:15]3[CH:16]=[CH:17][CH:18]=[C:19]4[C:14]=3[C:13]([CH3:21])=[N:12][N:11]4[CH2:10][C:8]3[CH:7]=[CH:6][CH:5]=[C:4]([CH:1]([CH3:3])[CH3:2])[N:9]=3)=[O:33])=[CH:30][N:31]=[C:25]2[CH:24]=1, predict the reactants needed to synthesize it. The reactants are: [CH:1]([C:4]1[N:9]=[C:8]([CH2:10][N:11]2[C:19]3[CH:18]=[CH:17][CH:16]=[C:15]([NH2:20])[C:14]=3[C:13]([CH3:21])=[N:12]2)[CH:7]=[CH:6][CH:5]=1)([CH3:3])[CH3:2].[F:22][C:23]1[CH:28]=[CH:27][N:26]2[C:29]([C:32](OCC)=[O:33])=[CH:30][N:31]=[C:25]2[CH:24]=1.[Li+].C[Si]([N-][Si](C)(C)C)(C)C. (2) Given the product [N:22]1[CH:23]=[CH:24][CH:25]=[CH:26][C:21]=1[C:19]1[CH2:20][C:14]2[CH2:13][CH2:12][NH:11][CH2:17][CH2:16][C:15]=2[CH:18]=1, predict the reactants needed to synthesize it. The reactants are: C(OC([N:11]1[CH2:17][CH2:16][C:15]2[CH2:18][C:19]([C:21]3[CH:26]=[CH:25][CH:24]=[CH:23][N:22]=3)=[CH:20][C:14]=2[CH2:13][CH2:12]1)=O)C1C=CC=CC=1.[Si](I)(C)(C)C. (3) Given the product [F:14][C:15]1[CH:16]=[C:17]([C:2]2[CH:3]=[N:4][N:5]([CH3:7])[CH:6]=2)[CH:18]=[CH:19][C:20]=1[C:21]([O:23][CH3:24])=[O:22], predict the reactants needed to synthesize it. The reactants are: Br[C:2]1[CH:3]=[N:4][N:5]([CH3:7])[CH:6]=1.C(=O)([O-])[O-].[Cs+].[Cs+].[F:14][C:15]1[CH:16]=[C:17](B(O)O)[CH:18]=[CH:19][C:20]=1[C:21]([O:23][CH3:24])=[O:22]. (4) The reactants are: [NH2:1][C:2]1([C:6]2[CH:11]=[CH:10][C:9]([C:12]3[N:13]=[C:14]4[N:19]=[C:18]([O:20][CH2:21][CH2:22][N:23]5C(=O)C6C(=CC=CC=6)C5=O)[CH:17]=[CH:16][N:15]4[C:34]=3[C:35]3[CH:40]=[CH:39][CH:38]=[CH:37][CH:36]=3)=[CH:8][CH:7]=2)[CH2:5][CH2:4][CH2:3]1.O.NN. Given the product [NH2:23][CH2:22][CH2:21][O:20][C:18]1[CH:17]=[CH:16][N:15]2[C:34]([C:35]3[CH:40]=[CH:39][CH:38]=[CH:37][CH:36]=3)=[C:12]([C:9]3[CH:10]=[CH:11][C:6]([C:2]4([NH2:1])[CH2:5][CH2:4][CH2:3]4)=[CH:7][CH:8]=3)[N:13]=[C:14]2[N:19]=1, predict the reactants needed to synthesize it.